This data is from Reaction yield outcomes from USPTO patents with 853,638 reactions. The task is: Predict the reaction yield, written as a fraction of the theoretical maximum amount of product (1.0 means a 100% yield; for example, 0.34 means a 34% yield). (1) The reactants are C1(CN2C(=O)C(CCCN3CCN(C)CC3)=CC(C3C=CC(OC)=C(F)C=3)=N2)CC1.[F:31][C:32]1[CH:37]=[CH:36][C:35]([C:38]2[CH:39]=[C:40]([C:45]([O:47]C)=[O:46])[C:41](=[O:44])[NH:42][N:43]=2)=[CH:34][C:33]=1[CH3:49].CS(O[CH2:55][CH2:56][CH2:57][C:58]1[CH:63]=[CH:62][CH:61]=[C:60]([Cl:64])[CH:59]=1)(=O)=O.FC1C=C(F)C=CC=1C1C=C(COS(C)(=O)=O)C(=O)N(CC(C)C)N=1. No catalyst specified. The product is [C:45]([C:40]1[C:41](=[O:44])[N:42]([CH2:55][CH2:56][CH2:57][C:58]2[CH:63]=[CH:62][CH:61]=[C:60]([Cl:64])[CH:59]=2)[N:43]=[C:38]([C:35]2[CH:36]=[CH:37][C:32]([F:31])=[C:33]([CH3:49])[CH:34]=2)[CH:39]=1)([OH:47])=[O:46]. The yield is 0.791. (2) The reactants are [Cl:1][C:2]1[N:7]=[C:6](Cl)[C:5]([N+:9]([O-:11])=[O:10])=[CH:4][N:3]=1.C(=O)([O-])[O-].[K+].[K+].[CH3:18][C:19]([C:27]([O:29][CH3:30])=[O:28])([CH3:26])[NH:20][CH2:21][CH2:22][CH:23]([CH3:25])[CH3:24]. The catalyst is CC(C)=O. The product is [Cl:1][C:2]1[N:7]=[C:6]([N:20]([CH2:21][CH2:22][CH:23]([CH3:25])[CH3:24])[C:19]([CH3:18])([C:27]([O:29][CH3:30])=[O:28])[CH3:26])[C:5]([N+:9]([O-:11])=[O:10])=[CH:4][N:3]=1. The yield is 0.150. (3) The reactants are Cl.Cl.[CH3:3][O:4][C:5]1[CH:10]=CC(N)=[C:7](N)[CH:6]=1.C([N:15]([CH2:18][CH3:19])[CH2:16][CH3:17])C.[CH3:20][C:21]1([CH3:28])[CH2:25][C:24](=O)[O:23][C:22]1=[O:27].C(#[N:31])C. No catalyst specified. The product is [CH3:3][O:4][C:5]1[CH:6]=[CH:7][C:17]2[NH:31][C:18]([CH2:19][C:21]([CH3:28])([CH3:20])[C:22]([O:23][CH2:24][CH3:25])=[O:27])=[N:15][C:16]=2[CH:10]=1. The yield is 0.570.